From a dataset of Reaction yield outcomes from USPTO patents with 853,638 reactions. Predict the reaction yield, written as a fraction of the theoretical maximum amount of product (1.0 means a 100% yield; for example, 0.34 means a 34% yield). (1) The reactants are [F:1][C:2]1[CH:7]=[CH:6][C:5]([C:8]2[N:9]=[C:10]3[CH:15]=[C:14]([CH:16]4[CH2:21][CH2:20][NH:19][CH2:18][CH2:17]4)[CH:13]=[CH:12][N:11]3[C:22]=2[C:23]2[CH:28]=[CH:27][N:26]=[CH:25][N:24]=2)=[CH:4][CH:3]=1.C=O.O.[BH3-][C:33]#N.[Na+]. The catalyst is CO.C1COCC1.C(O)(=O)C. The product is [F:1][C:2]1[CH:3]=[CH:4][C:5]([C:8]2[N:9]=[C:10]3[CH:15]=[C:14]([CH:16]4[CH2:21][CH2:20][N:19]([CH3:33])[CH2:18][CH2:17]4)[CH:13]=[CH:12][N:11]3[C:22]=2[C:23]2[CH:28]=[CH:27][N:26]=[CH:25][N:24]=2)=[CH:6][CH:7]=1. The yield is 0.710. (2) The reactants are [CH:1]1[C:11]2[CH2:10][CH2:9][C:8]3[CH:12]=[CH:13][CH:14]=[CH:15][C:7]=3[N:6]([CH:16]3[CH2:20][CH2:19][CH:18]([NH2:21])[CH2:17]3)[C:5]=2[CH:4]=[CH:3][CH:2]=1.C(N(CC)CC)C.[F:29][C:30]([F:43])([F:42])[O:31][C:32]1[CH:37]=[CH:36][C:35]([S:38](Cl)(=[O:40])=[O:39])=[CH:34][CH:33]=1. The catalyst is CN(C=O)C. The product is [CH:12]1[C:8]2[CH2:9][CH2:10][C:11]3[CH:1]=[CH:2][CH:3]=[CH:4][C:5]=3[N:6]([CH:16]3[CH2:20][CH2:19][CH:18]([NH:21][S:38]([C:35]4[CH:34]=[CH:33][C:32]([O:31][C:30]([F:29])([F:42])[F:43])=[CH:37][CH:36]=4)(=[O:40])=[O:39])[CH2:17]3)[C:7]=2[CH:15]=[CH:14][CH:13]=1. The yield is 0.180. (3) The reactants are [OH:1][C:2]1[CH:3]=[C:4]2[C:8](=[CH:9][CH:10]=1)[C:7](=[O:11])[CH2:6][CH2:5]2.[NH:12]1[C:20]2[C:15](=[CH:16][CH:17]=[CH:18][CH:19]=2)[C:14]([CH:21]=O)=[CH:13]1.[OH-].[Na+].O. The catalyst is CO. The product is [NH:12]1[C:20]2[C:15](=[CH:16][CH:17]=[CH:18][CH:19]=2)[C:14](/[CH:21]=[C:6]2/[C:7](=[O:11])[C:8]3[C:4]([CH2:5]/2)=[CH:3][C:2]([OH:1])=[CH:10][CH:9]=3)=[CH:13]1. The yield is 0.830.